This data is from Full USPTO retrosynthesis dataset with 1.9M reactions from patents (1976-2016). The task is: Predict the reactants needed to synthesize the given product. (1) Given the product [F:16][C:2]([F:1])([F:17])[CH2:3][CH2:4][CH2:5][O:6][C:7]1[CH:8]=[CH:9][C:10]([C:11]([NH:19][CH:20]([CH2:24][C:25]2[CH:26]=[CH:27][C:28]([O:31][C:32]([F:33])([F:34])[F:35])=[CH:29][CH:30]=2)[C:21]([OH:23])=[O:22])=[O:13])=[CH:14][CH:15]=1, predict the reactants needed to synthesize it. The reactants are: [F:1][C:2]([F:17])([F:16])[CH2:3][CH2:4][CH2:5][O:6][C:7]1[CH:15]=[CH:14][C:10]([C:11]([OH:13])=O)=[CH:9][CH:8]=1.Cl.[NH2:19][CH:20]([CH2:24][C:25]1[CH:30]=[CH:29][C:28]([O:31][C:32]([F:35])([F:34])[F:33])=[CH:27][CH:26]=1)[C:21]([OH:23])=[O:22]. (2) Given the product [Cl:1][C:2]1[CH:11]=[C:10]([O:12][CH3:13])[CH:9]=[CH:8][C:3]=1[C:4]1[N:5]=[C:28]([C:26]2[N:27]=[C:16]3[C:15]([Cl:14])=[CH:20][C:19]([C:21]([F:22])([F:23])[F:24])=[CH:18][N:17]3[CH:25]=2)[O:7][N:6]=1, predict the reactants needed to synthesize it. The reactants are: [Cl:1][C:2]1[CH:11]=[C:10]([O:12][CH3:13])[CH:9]=[CH:8][C:3]=1[C:4](=[N:6][OH:7])[NH2:5].[Cl:14][C:15]1[C:16]2[N:17]([CH:25]=[C:26]([C:28](O)=O)[N:27]=2)[CH:18]=[C:19]([C:21]([F:24])([F:23])[F:22])[CH:20]=1.CCN=C=NCCCN(C)C.Cl.C1C=CC2N(O)N=NC=2C=1. (3) Given the product [F:1][C:2]([C@H:5]1[N:10]2[N:11]=[CH:12][C:13]([C:14]([NH:64][CH2:63][C:62]3[CH:65]=[CH:66][C:59]([CH3:58])=[CH:60][CH:61]=3)=[O:16])=[C:9]2[NH:8][C@@H:7]([C:17]2[CH:18]=[CH:19][C:20]([CH2:34][CH3:35])=[CH:21][CH:22]=2)[CH2:6]1)([F:4])[CH3:3], predict the reactants needed to synthesize it. The reactants are: [F:1][C:2]([C@H:5]1[N:10]2[N:11]=[CH:12][C:13]([C:14]([OH:16])=O)=[C:9]2[NH:8][C@@H:7]([C:17]2[CH:22]=[CH:21][C:20](CC)=[CH:19][CH:18]=2)[CH2:6]1)([F:4])[CH3:3].CN(C(ON1N=N[C:35]2C=CC=N[C:34]1=2)=[N+](C)C)C.F[P-](F)(F)(F)(F)F.C(N(CC)C(C)C)(C)C.[CH3:58][C:59]1[CH:66]=[CH:65][C:62]([CH2:63][NH2:64])=[CH:61][CH:60]=1. (4) Given the product [CH3:35][O:36][C:37]1[CH:42]=[CH:41][C:40]([C:14]2[CH:15]=[C:10]([CH:5]([CH2:6][CH:7]([CH3:9])[CH3:8])[C:4]([OH:34])=[O:3])[CH:11]=[C:12]([C:24]3[CH:25]=[CH:26][C:27]([C:30]([F:31])([F:32])[F:33])=[CH:28][CH:29]=3)[CH:13]=2)=[CH:39][CH:38]=1, predict the reactants needed to synthesize it. The reactants are: C([O:3][C:4](=[O:34])[CH:5]([C:10]1[CH:11]=[C:12]([C:24]2[CH:29]=[CH:28][C:27]([C:30]([F:33])([F:32])[F:31])=[CH:26][CH:25]=2)[CH:13]=[C:14](OS(C(F)(F)F)(=O)=O)[CH:15]=1)[CH2:6][CH:7]([CH3:9])[CH3:8])C.[CH3:35][O:36][C:37]1[CH:42]=[CH:41][C:40](B(O)O)=[CH:39][CH:38]=1. (5) Given the product [F:40][CH:27]([F:26])[C:28]1[CH:32]=[C:31]([CH:33]([F:35])[F:34])[N:30]([CH2:36][C:37]([N:23]2[CH2:24][CH2:25][CH:20]([C:17]3[S:18][CH:19]=[C:15]([C:12]4[CH2:11][CH:10]([C:5]5[CH:6]=[CH:7][CH:8]=[CH:9][C:4]=5[CH:2]=[O:3])[O:14][N:13]=4)[N:16]=3)[CH2:21][CH2:22]2)=[O:38])[N:29]=1, predict the reactants needed to synthesize it. The reactants are: [Cl-].[CH:2]([C:4]1[CH:9]=[CH:8][CH:7]=[CH:6][C:5]=1[CH:10]1[O:14][N:13]=[C:12]([C:15]2[N:16]=[C:17]([CH:20]3[CH2:25][CH2:24][NH2+:23][CH2:22][CH2:21]3)[S:18][CH:19]=2)[CH2:11]1)=[O:3].[F:26][CH:27]([F:40])[C:28]1[CH:32]=[C:31]([CH:33]([F:35])[F:34])[N:30]([CH2:36][C:37](O)=[O:38])[N:29]=1. (6) Given the product [Cl:1][C:2]1[CH:3]=[C:4]([NH:9][C:10]2[C:11]3[C:12](=[C:13]([N:17]([C:18]4[CH:23]=[CH:22][CH:21]=[CH:20][CH:19]=4)[C:24]4[CH:25]=[CH:26][CH:27]=[CH:28][CH:29]=4)[N:14]=[CH:15][CH:16]=3)[O:30][C:41]=2[NH2:42])[CH:5]=[CH:6][C:7]=1[F:8], predict the reactants needed to synthesize it. The reactants are: [Cl:1][C:2]1[CH:3]=[C:4]([N:9]=[CH:10][C:11]2[CH:16]=[CH:15][N:14]=[C:13]([N:17]([C:24]3[CH:29]=[CH:28][CH:27]=[CH:26][CH:25]=3)[C:18]3[CH:23]=[CH:22][CH:21]=[CH:20][CH:19]=3)[C:12]=2[OH:30])[CH:5]=[CH:6][C:7]=1[F:8].C(O)C(F)(F)F.[Si]([C:41]#[N:42])(C)(C)C. (7) Given the product [C:1]([O:5][C:6](=[O:20])[NH:7][CH2:8][CH2:9][N:10]1[C:18]2[C:17]([NH:21][C:22]3[CH:39]=[CH:38][C:25]([O:26][C:27]4[CH:32]=[CH:31][CH:30]=[C:29]([C:33]5([C:36]#[N:37])[CH2:34][CH2:35]5)[CH:28]=4)=[C:24]([CH3:40])[CH:23]=3)=[N:16][CH:15]=[N:14][C:13]=2[CH:12]=[CH:11]1)([CH3:4])([CH3:3])[CH3:2], predict the reactants needed to synthesize it. The reactants are: [C:1]([O:5][C:6](=[O:20])[NH:7][CH2:8][CH2:9][N:10]1[C:18]2[C:17](Cl)=[N:16][CH:15]=[N:14][C:13]=2[CH:12]=[CH:11]1)([CH3:4])([CH3:3])[CH3:2].[NH2:21][C:22]1[CH:39]=[CH:38][C:25]([O:26][C:27]2[CH:28]=[C:29]([C:33]3([C:36]#[N:37])[CH2:35][CH2:34]3)[CH:30]=[CH:31][CH:32]=2)=[C:24]([CH3:40])[CH:23]=1.